From a dataset of Forward reaction prediction with 1.9M reactions from USPTO patents (1976-2016). Predict the product of the given reaction. (1) Given the reactants Cl[C:2]1[C:11]2[C:6](=[C:7]([O:14][CH3:15])[C:8]([O:12][CH3:13])=[CH:9][CH:10]=2)[N:5]=[CH:4][N:3]=1.[CH3:16][C:17]1([NH2:22])[CH2:21][CH2:20][O:19][CH2:18]1.CCN(C(C)C)C(C)C.O, predict the reaction product. The product is: [CH3:13][O:12][C:8]1[C:7]([O:14][CH3:15])=[C:6]2[C:11]([C:2]([NH:22][C:17]3([CH3:16])[CH2:21][CH2:20][O:19][CH2:18]3)=[N:3][CH:4]=[N:5]2)=[CH:10][CH:9]=1. (2) Given the reactants [Cl:1][C:2]1[CH:7]=[CH:6][CH:5]=[C:4]([Cl:8])[C:3]=1[C:9]1[C:13]([CH2:14][O:15][C:16]2[CH:17]=[C:18]3[C:23](=[CH:24][CH:25]=2)[CH:22]=[C:21]([C:26]2[N:31]=[C:30]([C:32]([O:34]C)=[O:33])[CH:29]=[CH:28][CH:27]=2)[CH:20]=[CH:19]3)=[C:12]([CH:36]([CH3:38])[CH3:37])[O:11][N:10]=1.[OH-].[Na+], predict the reaction product. The product is: [Cl:8][C:4]1[CH:5]=[CH:6][CH:7]=[C:2]([Cl:1])[C:3]=1[C:9]1[C:13]([CH2:14][O:15][C:16]2[CH:17]=[C:18]3[C:23](=[CH:24][CH:25]=2)[CH:22]=[C:21]([C:26]2[N:31]=[C:30]([C:32]([OH:34])=[O:33])[CH:29]=[CH:28][CH:27]=2)[CH:20]=[CH:19]3)=[C:12]([CH:36]([CH3:38])[CH3:37])[O:11][N:10]=1. (3) Given the reactants Cl[C:2]1[CH:7]=[C:6]([Cl:8])[N:5]=[C:4]([N:9]2[CH2:13][CH2:12][CH2:11][C@@H:10]2[CH3:14])[N:3]=1.[F:15][C:16]1[CH:21]=[CH:20][C:19](B(O)O)=[CH:18][CH:17]=1.P([O-])([O-])([O-])=O.[K+].[K+].[K+], predict the reaction product. The product is: [Cl:8][C:6]1[CH:7]=[C:2]([C:19]2[CH:20]=[CH:21][C:16]([F:15])=[CH:17][CH:18]=2)[N:3]=[C:4]([N:9]2[CH2:13][CH2:12][CH2:11][C@@H:10]2[CH3:14])[N:5]=1. (4) Given the reactants Cl[CH2:2][CH2:3][CH2:4][C:5](Cl)=[O:6].[NH2:8][C:9]1[C:29]([Br:30])=[CH:28][C:12]2[C:13]([C:23]([O:25][CH2:26][CH3:27])=[O:24])=[C:14]([C:16]3[CH:21]=[CH:20][C:19]([F:22])=[CH:18][CH:17]=3)[O:15][C:11]=2[CH:10]=1.CCN(CC)CC.C([O-])([O-])=O.[K+].[K+], predict the reaction product. The product is: [Br:30][C:29]1[C:9]([N:8]2[CH2:2][CH2:3][CH2:4][C:5]2=[O:6])=[CH:10][C:11]2[O:15][C:14]([C:16]3[CH:17]=[CH:18][C:19]([F:22])=[CH:20][CH:21]=3)=[C:13]([C:23]([O:25][CH2:26][CH3:27])=[O:24])[C:12]=2[CH:28]=1. (5) Given the reactants [Br:1][C:2]1[CH:3]=[N:4][CH:5]=[CH:6][C:7]=1Cl.[CH:9]1([CH2:12][OH:13])[CH2:11][CH2:10]1.[H-].[Na+], predict the reaction product. The product is: [Br:1][C:2]1[CH:3]=[N:4][CH:5]=[CH:6][C:7]=1[O:13][CH2:12][CH:9]1[CH2:11][CH2:10]1. (6) Given the reactants Br[C:2]1[C:7]([F:8])=[CH:6][CH:5]=[CH:4][C:3]=1[O:9][CH3:10].[Cl:11][C:12]1[CH:13]=[C:14](B(O)O)[CH:15]=[CH:16][CH:17]=1.C1C=CC(P(C2C=CC=CC=2)C2C=CC=CC=2)=CC=1.C([O-])([O-])=O.[K+].[K+], predict the reaction product. The product is: [Cl:11][C:12]1[CH:17]=[C:16]([C:2]2[C:7]([F:8])=[CH:6][CH:5]=[CH:4][C:3]=2[O:9][CH3:10])[CH:15]=[CH:14][CH:13]=1.